Dataset: Forward reaction prediction with 1.9M reactions from USPTO patents (1976-2016). Task: Predict the product of the given reaction. (1) Given the reactants C([N:8]([CH2:14][C:15]([OH:17])=[O:16])[CH2:9][CH:10]([OH:13])[CH2:11][CH3:12])C1C=CC=CC=1.C(#N)C.O.FC(F)(F)C(O)=O, predict the reaction product. The product is: [OH:13][CH:10]([CH2:11][CH3:12])[CH2:9][NH:8][CH2:14][C:15]([OH:17])=[O:16]. (2) Given the reactants Br[C:2]1[CH:3]=[C:4]2[C:9](=[CH:10][CH:11]=1)[N:8]=[CH:7][CH:6]=[CH:5]2.[CH3:12][S:13]([O-:15])=[O:14].[Na+].[Na+].N1CCC[C@H]1C([O-])=O, predict the reaction product. The product is: [CH3:12][S:13]([C:2]1[CH:3]=[C:4]2[C:9](=[CH:10][CH:11]=1)[N:8]=[CH:7][CH:6]=[CH:5]2)(=[O:15])=[O:14]. (3) Given the reactants [CH:1]1([C:4]2[CH:9]=[CH:8][N:7]=[CH:6][C:5]=2[N:10]2[CH2:14][CH2:13][NH:12][C:11]2=[O:15])[CH2:3][CH2:2]1.[Cl:16][C:17]1[CH:22]=[C:21](I)[CH:20]=[C:19]([Cl:24])[N:18]=1.[C@@H]1(N)CCCC[C@H]1N.P([O-])([O-])([O-])=O.[K+].[K+].[K+], predict the reaction product. The product is: [CH:1]1([C:4]2[CH:9]=[CH:8][N:7]=[CH:6][C:5]=2[N:10]2[CH2:14][CH2:13][N:12]([C:21]3[CH:20]=[C:19]([Cl:24])[N:18]=[C:17]([Cl:16])[CH:22]=3)[C:11]2=[O:15])[CH2:3][CH2:2]1. (4) Given the reactants N[C:2]1[C:3]([CH3:15])=[C:4]([CH:8]=[CH:9][C:10]=1[S:11]([CH3:14])(=[O:13])=[O:12])[C:5]([OH:7])=[O:6].[OH-].[Na+].N([O-])=O.[Na+].Cl.C([O-])(=O)C.[Na+].CCOC([S-])=[S:32].[K+], predict the reaction product. The product is: [SH:32][C:2]1[C:3]([CH3:15])=[C:4]([CH:8]=[CH:9][C:10]=1[S:11]([CH3:14])(=[O:13])=[O:12])[C:5]([OH:7])=[O:6].